Dataset: Experimentally validated miRNA-target interactions with 360,000+ pairs, plus equal number of negative samples. Task: Binary Classification. Given a miRNA mature sequence and a target amino acid sequence, predict their likelihood of interaction. (1) The miRNA is hsa-miR-4747-3p with sequence AAGGCCCGGGCUUUCCUCCCAG. The protein sequence of the target gene is MAWLRLQPLTSAFLHFGLVTFVLFLNCLRAEAGDSGDVPSAGQNNESCSGSSDCKEGVILPIWYPENPSLGDKIARVIVYFVALIYMFLGVSIIADRFMASIEVITSQEREVTIKKPNGETSTTTIRVWNETVSNLTLMALGSSAPEILLSLIEVCGHGFIAGDLGPSTIVGSAAFNMFIIIGICVYVIPDGETRKIKHLRVFFVTAAWSIFAYIWLYMILAVFSPGVVQVWEGLLTLFFFPVCVLLAWVADKRLLFYKYMHKKYRTDKHRGIIIETEGDHPKGIEMDGKMMNSHFLDGN.... Result: 0 (no interaction). (2) The miRNA is hsa-miR-192-5p with sequence CUGACCUAUGAAUUGACAGCC. The protein sequence of the target gene is MAELVPFAVPIESDKTLLVWELSSGPTAEALHHSLFTAFSQFGLLYSVRVFPNAAVAHPGFYAVIKFYSARAAHRAQKACDRKQLFQKSPVKVRLGTRHKAVQHQALALNSSKCQELANYYFGFNGCSKRIIKLQELSDLEERENEDSMVPLPKQSLKFFCALEVVLPSCDCRSPGIGLVEEPMDKVEEGPLSFLMKRKTAQKLAIQKALSDAFQKLLIVVLESGKIAVEYRPSEDIVGVRCEEELHGLIQVPCSPWKQYGQEEEGYLSDFSLEEEEFRLPELD. Result: 1 (interaction). (3) The miRNA is hsa-miR-3156-3p with sequence CUCCCACUUCCAGAUCUUUCU. The protein sequence of the target gene is MIDSSKKQQQGFPEILTAGDFEPLKEKECLEGSNQKSLKEVLQLRLQQRRTREQLVDQGIMPPLKSPAAFHEQIKSLERARTENFLKHKIRSRPDRSELVRMHILEETFAEPSLQATQMKLKRARLADDLNEKIAQRPGPMELVEKNILPVDSSVKEAIIGVGKEDYPHTQGDFSFDEDSSDALSPDQPASQESQGSAASPSEPKVSESPSPVTTNTPAQFASVSPTVPEFLKTPPTADQPPPRPAAPVLPTNTVSSAKPGPALVKQSHPKNPNDKHRSKKCKDPKPRVKKLKYHQYIPP.... Result: 1 (interaction). (4) The miRNA is mmu-miR-215-5p with sequence AUGACCUAUGAUUUGACAGAC. The protein sequence of the target gene is MKEEAFLRRRFSLCPPASTPQKTDPRKVPRNLLLGCENELGPITPGRDMESNGPSQPRDEEPQTPGSATKVPLAEYRLCNGSDKECTSPTTRVSKKDALKAQKENYRQEKKRATKQLFSALTDPSVVIMADSLKIRGTLKSWTKLWCVLKPGVLLIYKTPKVGQWVGTVLLHCCELIERPSKKDGFCFKLFHPLDQSVWAVKGPKGESVGSITQPLPSSYLIFRAASESDGRCWLDALELALRCSSLLRLSTCKQGRDGEQGSSPDASPSSLYGLPTSATIPDQDLFPLNGSALENDAFS.... Result: 0 (no interaction). (5) The miRNA is hsa-miR-3192-3p with sequence CUCUGAUCGCCCUCUCAGCUC. The protein sequence of the target gene is MFQLPVNNLGSLRKARKTVKKILSDIGLEYCKEHIEDFKQFEPNDFYLKNTTWEDVGLWDPSLTKNQDYRTKPFCCSACPFSSKFFSAYKSHFRNVHSEDFENRILLNCPYCTFNADKKTLETHIKIFHAPNSSAPSSSLSTFKDKNKNDGLKPKQADNVEQAVYYCKKCTYRDPLYEIVRKHIYREHFQHVAAPYIAKAGEKSLNGAVSLGTNAREECNIHCKRCLFMPKSYEALVQHVIEDHERIGYQVTAMIGHTNVVVPRAKPLMLIAPKPQDKKGMGLPPRISSLASGNVRSLPS.... Result: 0 (no interaction). (6) The miRNA is mmu-miR-466c-3p with sequence AUACAUACACGCACACAUAAGA. The protein sequence of the target gene is MPFAAVDIQDDCGSPDVPQANPKRSKEEEEDRGDKNDHVKKRKKAKKDYQPNYFLSIPITNKKITTGIKVLQNSILQQDKRLTKAMVGDGSFHITLLVMQLLNEDEVNIGTDALLELKPFVEEILEGKHLALPFQGIGTFQGQVGFVKLADGDHVSALLEIAETAKRTFREKGILAGESRTFKPHLTFMKLSKAPMLRKKGVRKIEPGLYEQFIDHRFGEELLYQIDLCSMLKKKQSNGYYHCESSIVIGEKDRREPEDAELVRLSKRLVENAVLKAVQQYLEETQNKKQPGEGNSTKAE.... Result: 1 (interaction). (7) The miRNA is mmu-miR-1964-3p with sequence CCGACUUCUGGGCUCCGGCUUU. The protein sequence of the target gene is MASNVTNKTDPRSMNSRVFIGNLNTLVVKKSDVEAIFSKYGKIVGCSVHKGFAFVQYVNERNARAAVAGEDGRMIAGQVLDINLAAEPKVNRGKAGVKRSAAEMYGSVPEHPSPSPLLSSSFDLDYDFQRDYYDRMYSYPARVPPPPPIARAVVPSKRQRVSGNTSRRGKSGFNSKSGQRGSSSKSGKLKGDDLQAIKKELTQIKQKVDSLLESLEKIEKEQSKQADLSFSSPVEMKNEKSEEEQSSASVKKDETNVKMESEAGADDSAEEGDLLDDDDNEDRGDDQLELKDDEKEPEEG.... Result: 0 (no interaction).